This data is from Reaction yield outcomes from USPTO patents with 853,638 reactions. The task is: Predict the reaction yield, written as a fraction of the theoretical maximum amount of product (1.0 means a 100% yield; for example, 0.34 means a 34% yield). The reactants are N1C=CC=CC=1.[Cl:7][C:8]1[CH:13]=[CH:12][CH:11]=[CH:10][C:9]=1[S:14](Cl)(=[O:16])=[O:15].C(OC([N:25]1[CH2:30][CH2:29][N:28]([CH2:31][C:32]2[C:40]3[O:39][CH:38]=[CH:37][C:36]=3[CH:35]=[C:34]([NH2:41])[CH:33]=2)[CH2:27][CH2:26]1)=O)(C)(C)C. The catalyst is C(Cl)Cl.C1COCC1. The product is [ClH:7].[ClH:7].[Cl:7][C:8]1[CH:13]=[CH:12][CH:11]=[CH:10][C:9]=1[S:14]([NH:41][C:34]1[CH:33]=[C:32]([CH2:31][N:28]2[CH2:27][CH2:26][NH:25][CH2:30][CH2:29]2)[C:40]2[O:39][CH:38]=[CH:37][C:36]=2[CH:35]=1)(=[O:16])=[O:15]. The yield is 0.180.